From a dataset of Forward reaction prediction with 1.9M reactions from USPTO patents (1976-2016). Predict the product of the given reaction. (1) Given the reactants [CH:1]1([OH:6])[CH2:5][CH2:4][CH2:3][CH2:2]1.F[C:8]1[C:13]([I:14])=[CH:12][CH:11]=[CH:10][N:9]=1, predict the reaction product. The product is: [CH:1]1([O:6][C:8]2[C:13]([I:14])=[CH:12][CH:11]=[CH:10][N:9]=2)[CH2:5][CH2:4][CH2:3][CH2:2]1. (2) Given the reactants [Br:1][C:2]1[CH:3]=[CH:4][C:5]([Cl:11])=[C:6]([CH:10]=1)[C:7](O)=[O:8].CN(C=O)C.S(Cl)([Cl:19])=O, predict the reaction product. The product is: [Br:1][C:2]1[CH:3]=[CH:4][C:5]([Cl:11])=[C:6]([CH:10]=1)[C:7]([Cl:19])=[O:8]. (3) Given the reactants [C:1]([C:3]1[CH:8]=[CH:7][C:6]([CH:9]=[CH:10][C:11]([O:13][CH2:14][CH3:15])=[O:12])=[C:5]([O:16][CH2:17][C@H:18]2[CH2:22][CH2:21][CH2:20][N:19]2C(OC(C)(C)C)=O)[CH:4]=1)#[N:2].[H][H].[ClH:32], predict the reaction product. The product is: [ClH:32].[C:1]([C:3]1[CH:8]=[CH:7][C:6]([CH2:9][CH2:10][C:11]([O:13][CH2:14][CH3:15])=[O:12])=[C:5]([O:16][CH2:17][C@H:18]2[CH2:22][CH2:21][CH2:20][NH:19]2)[CH:4]=1)#[N:2].